Dataset: Full USPTO retrosynthesis dataset with 1.9M reactions from patents (1976-2016). Task: Predict the reactants needed to synthesize the given product. (1) Given the product [F:41][CH:20]([F:19])[O:21][C:22]1[CH:27]=[CH:26][CH:25]=[CH:24][C:23]=1[N:28]1[C:33]([O:4][CH3:5])=[C:32]([O:34][CH3:35])[C:31](=[O:36])[C:30]([C:37]([NH:8][CH3:7])=[O:39])=[N:29]1, predict the reactants needed to synthesize it. The reactants are: Cl.CN[O:4][CH3:5].C[CH2:7][N:8](C(C)C)C(C)C.C[Al](C)C.[F:19][CH:20]([F:41])[O:21][C:22]1[CH:27]=[CH:26][CH:25]=[CH:24][C:23]=1[N:28]1[CH:33]=[C:32]([O:34][CH3:35])[C:31](=[O:36])[C:30]([C:37]([O:39]C)=O)=[N:29]1. (2) Given the product [Br:19][C:12]1[C:13]([C:15]([F:18])([F:16])[F:17])=[CH:14][C:9]([NH:8][C:1](=[O:6])[C:2]([CH3:5])([CH3:4])[CH3:3])=[N:10][CH:11]=1, predict the reactants needed to synthesize it. The reactants are: [C:1](Cl)(=[O:6])[C:2]([CH3:5])([CH3:4])[CH3:3].[NH2:8][C:9]1[CH:14]=[C:13]([C:15]([F:18])([F:17])[F:16])[C:12]([Br:19])=[CH:11][N:10]=1.C(N(CC)CC)C.O. (3) Given the product [Cl:19][C:16]1[CH:15]=[CH:14][C:13]([O:12][C:9]2[CH:10]=[CH:11][C:6]([CH2:5][CH:4]([NH:3][O:2][CH3:1])[CH3:20])=[CH:7][CH:8]=2)=[CH:18][CH:17]=1, predict the reactants needed to synthesize it. The reactants are: [CH3:1][O:2][N:3]=[C:4]([CH3:20])[CH2:5][C:6]1[CH:11]=[CH:10][C:9]([O:12][C:13]2[CH:18]=[CH:17][C:16]([Cl:19])=[CH:15][CH:14]=2)=[CH:8][CH:7]=1.C([BH3-])#N.[Na+]. (4) Given the product [F:29][C:11]1[CH:12]=[C:13]([O:17][C@H:18]2[CH2:22][CH2:21][CH2:20][C@@H:19]2[C:23]2[N:27]([CH3:28])[N:26]=[CH:25][CH:24]=2)[C:14]([F:16])=[CH:15][C:10]=1[S:7]([NH:6][C:30]1[CH:35]=[CH:34][N:33]=[C:32]([F:36])[N:31]=1)(=[O:8])=[O:9], predict the reactants needed to synthesize it. The reactants are: COC1C=C(OC)C=CC=1C[N:6]([C:30]1[CH:35]=[CH:34][N:33]=[C:32]([F:36])[N:31]=1)[S:7]([C:10]1[CH:15]=[C:14]([F:16])[C:13]([O:17][C@H:18]2[CH2:22][CH2:21][CH2:20][C@@H:19]2[C:23]2[N:27]([CH3:28])[N:26]=[CH:25][CH:24]=2)=[CH:12][C:11]=1[F:29])(=[O:9])=[O:8].C([SiH](CC)CC)C.FC(F)(F)C(O)=O. (5) Given the product [C:1]([OH:4])(=[O:3])[CH3:2].[C:1]([O:4][C@H:5](/[CH:7]=[CH:8]\[C:9]([NH:11][C@@H:12]1[CH2:17][C@H:16]([CH3:18])[C@H:15]([CH2:19]/[CH:20]=[C:21](\[CH3:75])/[CH:22]=[CH:23]/[C@H:24]2[O:31][C@H:30]([CH2:32][C:33]([NH:34][NH:35][C:36](=[O:72])[C@@H:37]([NH:38][C:39](=[O:70])[C@@H:40]([NH:41][C:42](=[O:66])[CH2:43][CH2:44][CH2:45][CH2:46][CH2:47][NH2:48])[CH:67]([CH3:69])[CH3:68])[CH3:71])=[O:73])[CH2:29][C@:26]3([O:28][CH2:27]3)[C@@H:25]2[OH:74])[O:14][C@@H:13]1[CH3:76])=[O:10])[CH3:6])(=[O:3])[CH3:2], predict the reactants needed to synthesize it. The reactants are: [C:1]([O:4][C@H:5](/[CH:7]=[CH:8]\[C:9]([NH:11][C@@H:12]1[CH2:17][C@H:16]([CH3:18])[C@H:15]([CH2:19]/[CH:20]=[C:21](\[CH3:75])/[CH:22]=[CH:23]/[C@H:24]2[O:31][C@H:30]([CH2:32][C:33](=[O:73])[NH:34][NH:35][C:36](=[O:72])[C@H:37]([CH3:71])[NH:38][C:39](=[O:70])[C@H:40]([CH:67]([CH3:69])[CH3:68])[NH:41][C:42](=[O:66])[CH2:43][CH2:44][CH2:45][CH2:46][CH2:47][NH:48]C(=O)OCC3C4C=CC=CC=4C4C3=CC=CC=4)[CH2:29][C@:26]3([O:28][CH2:27]3)[C@@H:25]2[OH:74])[O:14][C@@H:13]1[CH3:76])=[O:10])[CH3:6])(=[O:3])[CH3:2].N1CCCCC1.NCCCCCC(N[C@H](C(N[C@H](C(NC1C=CC(COC(NNC(=O)C[C@H]2O[C@H](/C=C/C(/C)=C/C[C@H]3[C@@H](C)C[C@@H](NC(=O)/C=C\[C@@H](OC(=O)C)C)[C@@H](C)O3)[C@@H](O)[C@@]3(OC3)C2)=O)=CC=1)=O)CCCNC(=O)N)=O)C(C)C)=O. (6) Given the product [N:4]12[CH2:9][CH2:8][CH:7]([CH2:6][CH2:5]1)[C@@H:2]([NH:1][C:22]([C:13]1[S:14][C:15]([C:16]3[CH:21]=[CH:20][CH:19]=[CH:18][CH:17]=3)=[C:11]([CH3:10])[N:12]=1)=[O:23])[CH2:3]2, predict the reactants needed to synthesize it. The reactants are: [NH2:1][C@@H:2]1[CH:7]2[CH2:8][CH2:9][N:4]([CH2:5][CH2:6]2)[CH2:3]1.[CH3:10][C:11]1[N:12]=[C:13]([C:22](OCC)=[O:23])[S:14][C:15]=1[C:16]1[CH:21]=[CH:20][CH:19]=[CH:18][CH:17]=1.